This data is from Reaction yield outcomes from USPTO patents with 853,638 reactions. The task is: Predict the reaction yield, written as a fraction of the theoretical maximum amount of product (1.0 means a 100% yield; for example, 0.34 means a 34% yield). (1) The reactants are [CH3:1][O:2][C:3](=[O:16])[C:4]1[CH:9]=[C:8](Cl)[N:7]=[C:6]([NH:11][CH:12]([CH2:14][CH3:15])[CH3:13])[CH:5]=1.C(P(C(C)(C)C)C1C=CC=CC=1C1C=CC=CC=1)(C)(C)C.[Na+].[CH3:39][S:40]([NH-:43])(=[O:42])=[O:41].[H-].[Na+].CS(N)(=O)=O. The catalyst is C1C=CC(/C=C/C(/C=C/C2C=CC=CC=2)=O)=CC=1.C1C=CC(/C=C/C(/C=C/C2C=CC=CC=2)=O)=CC=1.C1C=CC(/C=C/C(/C=C/C2C=CC=CC=2)=O)=CC=1.[Pd].[Pd].C1COCC1.C1(C)C=CC=CC=1. The product is [CH3:1][O:2][C:3](=[O:16])[C:4]1[CH:9]=[C:8]([NH:43][S:40]([CH3:39])(=[O:42])=[O:41])[N:7]=[C:6]([NH:11][C@H:12]([CH2:14][CH3:15])[CH3:13])[CH:5]=1. The yield is 0.760. (2) The reactants are [CH3:1][C:2]([O:5][C:6]([N:8]1[CH2:15][C@@H:14]([F:16])[CH2:13][C@H:9]1[C:10]([OH:12])=O)=[O:7])([CH3:4])[CH3:3].CN(C(ON1N=NC2C=CC=NC1=2)=[N+](C)C)C.F[P-](F)(F)(F)(F)F.CCN(C(C)C)C(C)C.FC(F)(F)C(O)=O.[NH2:57][C@@H:58]([CH2:65][CH3:66])/[CH:59]=[CH:60]/[C:61]([O:63][CH3:64])=[O:62]. The catalyst is C(Cl)Cl.CN(C=O)C.O. The product is [CH2:65]([C@H:58]([NH:57][C:10]([C@@H:9]1[CH2:13][C@H:14]([F:16])[CH2:15][N:8]1[C:6]([O:5][C:2]([CH3:1])([CH3:3])[CH3:4])=[O:7])=[O:12])/[CH:59]=[CH:60]/[C:61]([O:63][CH3:64])=[O:62])[CH3:66]. The yield is 0.980. (3) The reactants are [O:1]([C:8]1[CH:13]=[CH:12][C:11]([CH2:14][C:15]([OH:17])=O)=[CH:10][CH:9]=1)[C:2]1[CH:7]=[CH:6][CH:5]=[CH:4][CH:3]=1.[CH2:18](Cl)CCl.C1C=CC2N(O)N=NC=2C=1.CCN(CC)CC.[CH3:39][N:40]([CH3:55])[CH2:41][CH2:42][CH2:43][NH:44][C:45]1[C:53]2[C:48](=[CH:49][CH:50]=[C:51]([NH2:54])[CH:52]=2)[NH:47][N:46]=1. The catalyst is CN(C=O)C.C(OCC)(=O)C. The product is [CH2:2]([O:1][C:8]1[CH:9]=[CH:10][C:11]([CH2:14][C:15]([NH:54][C:51]2[CH:52]=[C:53]3[C:48](=[CH:49][CH:50]=2)[NH:47][N:46]=[C:45]3[NH:44][CH2:43][CH2:42][CH2:41][N:40]([CH3:39])[CH3:55])=[O:17])=[CH:12][CH:13]=1)[C:7]1[CH:6]=[CH:5][CH:4]=[CH:3][CH:18]=1. The yield is 0.723. (4) The reactants are [F:1][C:2]1[CH:7]=[CH:6][CH:5]=[C:4]([F:8])[C:3]=1[N:9]1[C:14]2[N:15]=[C:16](S(C)=O)[N:17]=[C:18]([C:19]3[CH:20]=[C:21]([CH:30]=[CH:31][C:32]=3[CH3:33])[C:22]([NH:24][C:25]3[S:26][CH:27]=[CH:28][N:29]=3)=[O:23])[C:13]=2[CH2:12][NH:11][C:10]1=[O:37].[CH3:38][N:39]([CH3:43])[CH2:40][CH2:41][NH2:42].C(N(CC)CC)C. The catalyst is ClCCl. The product is [F:1][C:2]1[CH:7]=[CH:6][CH:5]=[C:4]([F:8])[C:3]=1[N:9]1[C:14]2[N:15]=[C:16]([NH:42][CH2:41][CH2:40][N:39]([CH3:43])[CH3:38])[N:17]=[C:18]([C:19]3[CH:20]=[C:21]([CH:30]=[CH:31][C:32]=3[CH3:33])[C:22]([NH:24][C:25]3[S:26][CH:27]=[CH:28][N:29]=3)=[O:23])[C:13]=2[CH2:12][NH:11][C:10]1=[O:37]. The yield is 0.540.